Dataset: Forward reaction prediction with 1.9M reactions from USPTO patents (1976-2016). Task: Predict the product of the given reaction. (1) Given the reactants [Cl:1][C:2]1[C:10]2[C:6](=[C:7]([C:14]3[CH:19]=[CH:18][C:17]([O:20]C)=[CH:16][C:15]=3[CH3:22])[N:8]([CH:11]([CH3:13])[CH3:12])[N:9]=2)[CH:5]=[CH:4][CH:3]=1.B(Br)(Br)Br.C1CCCCC=1, predict the reaction product. The product is: [Cl:1][C:2]1[C:10]2[C:6](=[C:7]([C:14]3[CH:19]=[CH:18][C:17]([OH:20])=[CH:16][C:15]=3[CH3:22])[N:8]([CH:11]([CH3:13])[CH3:12])[N:9]=2)[CH:5]=[CH:4][CH:3]=1. (2) Given the reactants [CH:1]1([C:4]2[N:5]=[C:6]3[C:12]([C:13]([OH:15])=O)=[CH:11][N:10]([CH2:16][O:17][CH2:18][CH2:19][Si:20]([CH3:23])([CH3:22])[CH3:21])[C:7]3=[N:8][CH:9]=2)[CH2:3][CH2:2]1.Cl.[CH3:25][S:26]([N:29]1[CH2:33][CH2:32][CH:31]([NH2:34])[CH2:30]1)(=[O:28])=[O:27].C(Cl)CCl.C1C=CC2N(O)N=NC=2C=1.CCN(C(C)C)C(C)C, predict the reaction product. The product is: [CH3:25][S:26]([N:29]1[CH2:33][CH2:32][CH:31]([NH:34][C:13]([C:12]2[C:6]3[C:7](=[N:8][CH:9]=[C:4]([CH:1]4[CH2:2][CH2:3]4)[N:5]=3)[N:10]([CH2:16][O:17][CH2:18][CH2:19][Si:20]([CH3:23])([CH3:21])[CH3:22])[CH:11]=2)=[O:15])[CH2:30]1)(=[O:28])=[O:27]. (3) Given the reactants II.[CH:3]1(Br)[CH2:5][CH2:4]1.[C:7]([O-:11])(=[O:10])[CH:8]=[O:9].[CH2:12]1COC[CH2:13]1, predict the reaction product. The product is: [OH:9][CH:8]([CH:3]1[CH2:4][CH2:5]1)[C:7]([O:11][CH2:12][CH3:13])=[O:10].